Dataset: Catalyst prediction with 721,799 reactions and 888 catalyst types from USPTO. Task: Predict which catalyst facilitates the given reaction. Reactant: Cl[C:2]1[CH:3]=[C:4]([N:17]2[CH2:22][CH2:21][O:20][CH2:19][CH2:18]2)[C:5]2[N:6]([CH:8]=[C:9]([C:11]3[CH:16]=[CH:15][CH:14]=[CH:13][CH:12]=3)[N:10]=2)[N:7]=1.C(=O)([O-])[O-].[K+].[K+].O.[NH2:30][NH2:31]. Product: [N:17]1([C:4]2[C:5]3[N:6]([CH:8]=[C:9]([C:11]4[CH:16]=[CH:15][CH:14]=[CH:13][CH:12]=4)[N:10]=3)[N:7]=[C:2]([NH:30][NH2:31])[CH:3]=2)[CH2:22][CH2:21][O:20][CH2:19][CH2:18]1. The catalyst class is: 35.